This data is from Ames mutagenicity test results for genotoxicity prediction. The task is: Regression/Classification. Given a drug SMILES string, predict its toxicity properties. Task type varies by dataset: regression for continuous values (e.g., LD50, hERG inhibition percentage) or binary classification for toxic/non-toxic outcomes (e.g., AMES mutagenicity, cardiotoxicity, hepatotoxicity). Dataset: ames. (1) The compound is CSCCC(NC(=O)C(N)Cc1c[nH]c2ccccc12)C(=O)NC(CC(=O)O)C(=O)NC(Cc1ccccc1)C(N)=O. The result is 0 (non-mutagenic). (2) The drug is O=C(O)COc1ccc(C(=O)c2cccs2)c(Cl)c1Cl. The result is 0 (non-mutagenic). (3) The compound is O=C1c2ccccc2Cc2ccccc21. The result is 1 (mutagenic). (4) The molecule is CN(C)c1ccc(N=Nc2ccc(S(=O)(=O)O)cc2)cc1. The result is 0 (non-mutagenic). (5) The molecule is C=C(C)C(=O)OC(C)C. The result is 0 (non-mutagenic).